From a dataset of Forward reaction prediction with 1.9M reactions from USPTO patents (1976-2016). Predict the product of the given reaction. (1) Given the reactants [CH3:1][N:2]1[C:6]2[CH:7]=[CH:8][C:9]([C:11]([OH:13])=O)=[CH:10][C:5]=2[N:4]=[C:3]1[NH:14][C:15]1[S:16][C:17]2[CH:23]=[C:22]([O:24][C:25]([F:28])([F:27])[F:26])[CH:21]=[CH:20][C:18]=2[N:19]=1.[NH2:29][CH2:30][CH2:31][O:32][CH2:33][CH2:34][N:35]([CH3:37])[CH3:36].CN(C(ON1N=NC2C=CC=CC1=2)=[N+](C)C)C.F[P-](F)(F)(F)(F)F.CCN(C(C)C)C(C)C, predict the reaction product. The product is: [CH3:36][N:35]([CH3:37])[CH2:34][CH2:33][O:32][CH2:31][CH2:30][NH:29][C:11]([C:9]1[CH:8]=[CH:7][C:6]2[N:2]([CH3:1])[C:3]([NH:14][C:15]3[S:16][C:17]4[CH:23]=[C:22]([O:24][C:25]([F:28])([F:26])[F:27])[CH:21]=[CH:20][C:18]=4[N:19]=3)=[N:4][C:5]=2[CH:10]=1)=[O:13]. (2) Given the reactants C(Cl)(Cl)Cl.[N+:5]([C:8]1[CH:13]=[CH:12][CH:11]=[CH:10][C:9]=1[S:14][C:15]1[NH:16][CH:17]=[CH:18][N:19]=1)([O-:7])=[O:6].[N+:20]([O-])([O-:22])=[O:21].FC(F)(F)C(O)=O, predict the reaction product. The product is: [N+:20]([N:19]1[CH:18]=[CH:17][N:16]=[C:15]1[S:14][C:9]1[CH:10]=[CH:11][CH:12]=[CH:13][C:8]=1[N+:5]([O-:7])=[O:6])([O-:22])=[O:21]. (3) Given the reactants O1CCCC1.C([O:8][C:9]([C:11]1[O:12][C:13]2[CH:19]=[CH:18][C:17]([O:20][CH2:21][C:22]3[CH:27]=[CH:26][CH:25]=[CH:24][CH:23]=3)=[CH:16][C:14]=2[CH:15]=1)=O)C.[H-].[Al+3].[Li+].[H-].[H-].[H-].[OH-].[Na+], predict the reaction product. The product is: [CH2:21]([O:20][C:17]1[CH:18]=[CH:19][C:13]2[O:12][C:11]([CH2:9][OH:8])=[CH:15][C:14]=2[CH:16]=1)[C:22]1[CH:23]=[CH:24][CH:25]=[CH:26][CH:27]=1. (4) Given the reactants [NH2:1][C:2]1[C:11]2[C:6](=[CH:7][CH:8]=[CH:9][CH:10]=2)[C:5]([S:12]([O-:15])(=[O:14])=[O:13])=[CH:4][CH:3]=1.[Na+].[N:17]([O-])=O.[Na+].OS(O)(=O)=O.Cl[Sn]Cl, predict the reaction product. The product is: [NH:1]([C:2]1[C:11]2[C:6](=[CH:7][CH:8]=[CH:9][CH:10]=2)[C:5]([S:12]([OH:15])(=[O:13])=[O:14])=[CH:4][CH:3]=1)[NH2:17]. (5) Given the reactants [CH:1](=[O:8])[C:2]1[CH:7]=[CH:6][CH:5]=[CH:4][CH:3]=1.C(O[CH2:13][CH:14]=[CH2:15])(=O)C.O.CCN(CC)CC.CC1C(C)=C(C)C(C)=C(C)C=1C, predict the reaction product. The product is: [C:2]1([CH:1]([OH:8])[CH2:15][CH:14]=[CH2:13])[CH:7]=[CH:6][CH:5]=[CH:4][CH:3]=1.